From a dataset of Catalyst prediction with 721,799 reactions and 888 catalyst types from USPTO. Predict which catalyst facilitates the given reaction. Reactant: C[O:2][C:3]1[CH:12]=[C:11]2[C:6]([CH2:7][CH2:8][CH:9]([N:13]([CH2:17][CH2:18][N:19]3[CH2:24][CH2:23][NH:22][CH2:21][CH2:20]3)[CH2:14][CH2:15][CH3:16])[CH2:10]2)=[CH:5][CH:4]=1.B(Br)(Br)Br.C([O-])(O)=O.[Na+].CO. Product: [N:19]1([CH2:18][CH2:17][N:13]([CH2:14][CH2:15][CH3:16])[CH:9]2[CH2:10][C:11]3[CH:12]=[C:3]([OH:2])[CH:4]=[CH:5][C:6]=3[CH2:7][CH2:8]2)[CH2:24][CH2:23][NH:22][CH2:21][CH2:20]1. The catalyst class is: 624.